This data is from Catalyst prediction with 721,799 reactions and 888 catalyst types from USPTO. The task is: Predict which catalyst facilitates the given reaction. (1) Reactant: Br[CH2:2][CH2:3][C:4]1[CH:17]=[CH:16][C:7]([O:8][Si:9]([C:12]([CH3:15])([CH3:14])[CH3:13])([CH3:11])[CH3:10])=[CH:6][CH:5]=1.[C:18]1([C:24]2[CH:25]=[CH:26][C:27](=[O:30])[NH:28][N:29]=2)[CH:23]=[CH:22][CH:21]=[CH:20][CH:19]=1.C(=O)([O-])[O-].[K+].[K+].C([O-])(O)=O.[Na+]. Product: [Si:9]([O:8][C:7]1[CH:16]=[CH:17][C:4]([CH2:3][CH2:2][N:28]2[C:27](=[O:30])[CH:26]=[CH:25][C:24]([C:18]3[CH:23]=[CH:22][CH:21]=[CH:20][CH:19]=3)=[N:29]2)=[CH:5][CH:6]=1)([C:12]([CH3:15])([CH3:14])[CH3:13])([CH3:11])[CH3:10]. The catalyst class is: 85. (2) Reactant: FC(F)(F)S(O[C:7]1[CH2:16][CH2:15][C:14]2[C:9](=[CH:10][CH:11]=[C:12]([C@H:17]3[CH2:26][CH2:25][C@@:19]4([NH:23][C:22](=[O:24])[O:21][CH2:20]4)[CH2:18]3)[CH:13]=2)[CH:8]=1)(=O)=O.CN1C(=O)CCC1.C[Si]([N-][Si](C)(C)C)(C)C.[Li+].[CH2:46]([Mg]Br)[CH2:47][CH2:48][CH2:49][CH2:50][CH3:51].CCOCC. Product: [CH2:46]([C:7]1[CH2:16][CH2:15][C:14]2[CH:13]=[C:12]([C@H:17]3[CH2:26][CH2:25][C@@:19]4([NH:23][C:22](=[O:24])[O:21][CH2:20]4)[CH2:18]3)[CH:11]=[CH:10][C:9]=2[CH:8]=1)[CH2:47][CH2:48][CH2:49][CH2:50][CH3:51]. The catalyst class is: 1. (3) Reactant: [NH2:1][C@H:2]([C:6]([NH:8][CH:9]([CH:18]([OH:31])[CH2:19][O:20][C:21]1[C:26]([F:27])=[C:25]([F:28])[CH:24]=[C:23]([F:29])[C:22]=1[F:30])[CH2:10][C:11]([O:13][C:14]([CH3:17])([CH3:16])[CH3:15])=[O:12])=[O:7])[CH:3]([CH3:5])[CH3:4].[CH3:32][N:33]1[C:41]2[C:36](=[CH:37][CH:38]=[CH:39][CH:40]=2)[C:35]([CH3:42])=[C:34]1[C:43](O)=[O:44].CN1CCOCC1.C1C=CC2N(O)N=NC=2C=1.CCN=C=NCCCN(C)C. Product: [CH3:32][N:33]1[C:41]2[C:36](=[CH:37][CH:38]=[CH:39][CH:40]=2)[C:35]([CH3:42])=[C:34]1[C:43]([NH:1][C@H:2]([C:6]([NH:8][CH:9]([CH:18]([OH:31])[CH2:19][O:20][C:21]1[C:22]([F:30])=[C:23]([F:29])[CH:24]=[C:25]([F:28])[C:26]=1[F:27])[CH2:10][C:11]([O:13][C:14]([CH3:16])([CH3:17])[CH3:15])=[O:12])=[O:7])[CH:3]([CH3:5])[CH3:4])=[O:44]. The catalyst class is: 2. (4) Reactant: [OH-].[Na+].C[O:4][C:5](=[O:35])[CH2:6][C:7]1[CH:8]=[C:9]2[C:13](=[CH:14][CH:15]=1)[N:12]([C:16]1[C:25]3[CH2:24][CH2:23][CH2:22][CH2:21][C:20]=3[N:19]=[C:18]([C:26]3[CH:31]=[CH:30][C:29]([O:32][CH3:33])=[C:28]([Cl:34])[CH:27]=3)[N:17]=1)[CH2:11][CH2:10]2.O1CCOCC1.Cl. Product: [Cl:34][C:28]1[CH:27]=[C:26]([C:18]2[N:17]=[C:16]([N:12]3[C:13]4[C:9](=[CH:8][C:7]([CH2:6][C:5]([OH:35])=[O:4])=[CH:15][CH:14]=4)[CH2:10][CH2:11]3)[C:25]3[CH2:24][CH2:23][CH2:22][CH2:21][C:20]=3[N:19]=2)[CH:31]=[CH:30][C:29]=1[O:32][CH3:33]. The catalyst class is: 24. (5) Reactant: [O:1]1[C:5]2[CH:6]=[CH:7][CH:8]=[CH:9][C:4]=2[C:3]([N:10]2[CH2:15][CH2:14][N:13]([CH2:16][CH:17]([C:19]3[CH:20]=[C:21]4[C:25](=[CH:26][CH:27]=3)[C:24]([CH3:29])([CH3:28])[C:23](=O)[C:22]4([CH3:32])[CH3:31])Cl)[CH2:12][CH2:11]2)=[N:2]1.Cl.[NH2:34][OH:35]. Product: [O:1]1[C:5]2[CH:6]=[CH:7][CH:8]=[CH:9][C:4]=2[C:3]([N:10]2[CH2:11][CH2:12][N:13]([CH2:16][CH2:17][C:19]3[CH:20]=[C:21]4[C:25](=[CH:26][CH:27]=3)[C:24]([CH3:28])([CH3:29])[C:23](=[N:34][OH:35])[C:22]4([CH3:32])[CH3:31])[CH2:14][CH2:15]2)=[N:2]1. The catalyst class is: 17. (6) Reactant: [CH3:1][O:2][C:3]1[CH:21]=[C:20]([O:22][CH3:23])[CH:19]=[CH:18][C:4]=1[CH2:5][NH:6][C:7]([NH:9][C@H:10]([C:14](OC)=[O:15])[CH:11]([CH3:13])[CH3:12])=[O:8].C(N(CC)CC)C. Product: [CH3:1][O:2][C:3]1[CH:21]=[C:20]([O:22][CH3:23])[CH:19]=[CH:18][C:4]=1[CH2:5][N:6]1[C:14](=[O:15])[C@H:10]([CH:11]([CH3:13])[CH3:12])[NH:9][C:7]1=[O:8]. The catalyst class is: 5.